This data is from Reaction yield outcomes from USPTO patents with 853,638 reactions. The task is: Predict the reaction yield, written as a fraction of the theoretical maximum amount of product (1.0 means a 100% yield; for example, 0.34 means a 34% yield). The reactants are C[O:2][C:3]([C:5]1[CH:6]=[C:7]([Cl:33])[CH:8]=[C:9]2[C:14]=1[NH:13][CH:12]([C:15]1[CH:16]=[C:17]([C:21]3[CH:26]=[CH:25][C:24]([C:27]([CH3:30])([CH3:29])[CH3:28])=[CH:23][CH:22]=3)[CH:18]=[CH:19][CH:20]=1)[C:11]([CH3:32])([CH3:31])[CH2:10]2)=[O:4].[OH-].[Na+].Cl. The catalyst is CO.O1CCCC1.O. The yield is 0.900. The product is [C:27]([C:24]1[CH:23]=[CH:22][C:21]([C:17]2[CH:18]=[CH:19][CH:20]=[C:15]([CH:12]3[C:11]([CH3:31])([CH3:32])[CH2:10][C:9]4[C:14](=[C:5]([C:3]([OH:4])=[O:2])[CH:6]=[C:7]([Cl:33])[CH:8]=4)[NH:13]3)[CH:16]=2)=[CH:26][CH:25]=1)([CH3:28])([CH3:29])[CH3:30].